From a dataset of NCI-60 drug combinations with 297,098 pairs across 59 cell lines. Regression. Given two drug SMILES strings and cell line genomic features, predict the synergy score measuring deviation from expected non-interaction effect. (1) Drug 1: CC1C(C(CC(O1)OC2CC(CC3=C2C(=C4C(=C3O)C(=O)C5=C(C4=O)C(=CC=C5)OC)O)(C(=O)C)O)N)O.Cl. Drug 2: CCC(=C(C1=CC=CC=C1)C2=CC=C(C=C2)OCCN(C)C)C3=CC=CC=C3.C(C(=O)O)C(CC(=O)O)(C(=O)O)O. Cell line: ACHN. Synergy scores: CSS=41.2, Synergy_ZIP=7.59, Synergy_Bliss=9.46, Synergy_Loewe=-13.1, Synergy_HSA=8.37. (2) Drug 1: CC1CCC2CC(C(=CC=CC=CC(CC(C(=O)C(C(C(=CC(C(=O)CC(OC(=O)C3CCCCN3C(=O)C(=O)C1(O2)O)C(C)CC4CCC(C(C4)OC)OCCO)C)C)O)OC)C)C)C)OC. Drug 2: CC1C(C(CC(O1)OC2CC(OC(C2O)C)OC3=CC4=CC5=C(C(=O)C(C(C5)C(C(=O)C(C(C)O)O)OC)OC6CC(C(C(O6)C)O)OC7CC(C(C(O7)C)O)OC8CC(C(C(O8)C)O)(C)O)C(=C4C(=C3C)O)O)O)O. Cell line: MCF7. Synergy scores: CSS=44.9, Synergy_ZIP=-3.67, Synergy_Bliss=-3.58, Synergy_Loewe=-2.26, Synergy_HSA=-2.12. (3) Drug 1: CC(C)(C#N)C1=CC(=CC(=C1)CN2C=NC=N2)C(C)(C)C#N. Drug 2: CC(C)CN1C=NC2=C1C3=CC=CC=C3N=C2N. Cell line: UO-31. Synergy scores: CSS=-2.01, Synergy_ZIP=0.397, Synergy_Bliss=-1.47, Synergy_Loewe=-2.93, Synergy_HSA=-3.08. (4) Synergy scores: CSS=31.3, Synergy_ZIP=-3.96, Synergy_Bliss=2.97, Synergy_Loewe=5.66, Synergy_HSA=7.89. Cell line: SK-OV-3. Drug 1: CN1CCC(CC1)COC2=C(C=C3C(=C2)N=CN=C3NC4=C(C=C(C=C4)Br)F)OC. Drug 2: C1=C(C(=O)NC(=O)N1)F. (5) Drug 1: CC12CCC3C(C1CCC2=O)CC(=C)C4=CC(=O)C=CC34C. Drug 2: CCCS(=O)(=O)NC1=C(C(=C(C=C1)F)C(=O)C2=CNC3=C2C=C(C=N3)C4=CC=C(C=C4)Cl)F. Cell line: SK-OV-3. Synergy scores: CSS=13.4, Synergy_ZIP=-0.396, Synergy_Bliss=-1.65, Synergy_Loewe=-1.89, Synergy_HSA=-2.14. (6) Drug 1: C1CCN(CC1)CCOC2=CC=C(C=C2)C(=O)C3=C(SC4=C3C=CC(=C4)O)C5=CC=C(C=C5)O. Drug 2: C1CCC(CC1)NC(=O)N(CCCl)N=O. Cell line: M14. Synergy scores: CSS=7.15, Synergy_ZIP=-2.89, Synergy_Bliss=2.09, Synergy_Loewe=-2.73, Synergy_HSA=-2.55. (7) Drug 1: CN(C)N=NC1=C(NC=N1)C(=O)N. Cell line: HCC-2998. Synergy scores: CSS=19.5, Synergy_ZIP=0.124, Synergy_Bliss=-0.0609, Synergy_Loewe=-9.50, Synergy_HSA=-0.510. Drug 2: CCC1=C2CN3C(=CC4=C(C3=O)COC(=O)C4(CC)O)C2=NC5=C1C=C(C=C5)O.